From a dataset of Experimentally validated miRNA-target interactions with 360,000+ pairs, plus equal number of negative samples. Binary Classification. Given a miRNA mature sequence and a target amino acid sequence, predict their likelihood of interaction. (1) The miRNA is hsa-miR-4705 with sequence UCAAUCACUUGGUAAUUGCUGU. The protein sequence of the target gene is MAFDSTWKVDRSENYDKFMEKMGVNIVKRKLAAHDNLKLTITQEGNKFTVKESSAFRNIEVVFELGVTFNYNLADGTELRGTWSLEGNKLIGKFKRTDNGNELNTVREIIGDELVQTYVYEGVEAKRIFKKD. Result: 0 (no interaction). (2) The miRNA is hsa-miR-5591-3p with sequence AUACCCAUAGCUUAGCUCCCA. The protein sequence of the target gene is MSLSAGLPVRPLLLLLLLLWSVAPQALPPRSHSLRYLFMGASEPDLGLPLFEARGYVDDQLFVSYNHESRRAEPRAPWILEQTSSQLWLHLSQSLKGWDYMFIVDFWTIMGNYNHSKVTKLGVVSESHILQVVLGCEVHEDNSTSGFWRYGYDGQDHLEFCPKTLNWSAAEPGAWATKVEWDEHKIRAKQNRDYLEKDCPEQLKRLLELGRGVLGQQVPTLVKVTRHWASTGTSLRCQALDFFPQNITMRWLKDNQPLDAKDVNPEKVLPNGDETYQGWLTLAVAPGDETRFTCQVEHPG.... Result: 0 (no interaction). (3) The miRNA is mmu-miR-3085-3p with sequence UCUGGCUGCUAUGGCCCCCUC. The protein sequence of the target gene is MKNPFAHLAEPLDAAQPGKRFFNLNKLEDSRYGRLPFSIRVLLEAAVRNCDEFLVKKNDIENILNWNVMQHKNIEVPFKPARVILQDFTGVPAVVDFAAMRDAVKKLGGNPEKINPVCPADLVIDHSIQVDFNRRADSLQKNQDLEFERNKERFEFLKWGSQAFCNMRIIPPGSGIIHQVNLEYLARVVFDQDGCYYPDSLVGTDSHTTMIDGLGVLGWGVGGIEAEAVMLGQPISMVLPQVIGYKLMGKPHPLVTSTDIVLTITKHLRQVGVVGKFVEFFGPGVAQLSIADRATIANMC.... Result: 1 (interaction). (4) The miRNA is hsa-miR-4301 with sequence UCCCACUACUUCACUUGUGA. The protein sequence of the target gene is MSFRFGQHLIKPSVVFLKTELSFALVNRKPVVPGHVLVCPLRPVERFHDLRPDEVADLFQTTQRVGTVVEKHFHGTSLTFSMQDGPEAGQTVKHVHVHVLPRKAGDFHRNDSIYEELQKHDKEDFPASWRSEEEMAAEAAALRVYFQ. Result: 0 (no interaction). (5) The miRNA is mmu-miR-546 with sequence AUGGUGGCACGGAGUC. The protein sequence of the target gene is MGAPPGYRPSAWVHLLHQLPRADFQLRPVPSGFAPRDQEYQQALLLVAALAGLGLGLSLIFIAVYLIRFCCCRPPEPHGAKSPPPGGGCVTWSCIAALLVGCAGIGIGFYGNSETSDGVSQLSSALLHANHTLSTIDDVVLETVERLGEAVKTELTTLEEVLSVRMELVAATRGARRQAEAAAQYLQGLAFWQGVSLSPVQVAEDVTFVEEYRWLAYVLLLLLVLLVCLFTLLGLAKQSKWLVVVMTAMSLLVLVLSWGSMGLEAATAVGLSDFCSNPDTYVLNLTQEETGLSSDILSYY.... Result: 1 (interaction). (6) The miRNA is rno-miR-133a-5p with sequence AGCUGGUAAAAUGGAACCAAAU. The protein sequence of the target gene is MEFLPGPQHPPGPPTMDLEEPKGPEVPSENHPSNTQSALGPGGPVTLSEMELDTSSVQELVQQLEALPSDLGGPFPDGAPCPLHIATGQGLATQENPDAGGLLSAEAGGDDLLGLLRDEASSPAQSVPQDPAQTAPRLLQPPEDPDGDPGWMEGASAEPADSRSSSSSPEPWLETAPLVTQQEPPVGTQSRETLASCPAVTEVPGPCGPEELMDGVIFGAKYLGSTQLLSERSPAPSTRMGQAQEAMDRVKAPEGETQPMVEVDIFISTKRVKVLAADSQDALMDHALQTISYIADIGPV.... Result: 0 (no interaction). (7) The miRNA is mmu-miR-3059-5p with sequence UUUCCUCUCUGCCCCAUAGGGU. Result: 0 (no interaction). The protein sequence of the target gene is MAFVLILVLSFYELVSGQWQVTGPGKFVQALVGEDAVFSCSLFPETSAEAMEVRFFRNQFHAVVHLYRDGEDWESKQMPQYRGRTEFVKDSIAGGRVSLRLKNITPSDIGLYGCWFSSQIYDEEATWELRVAALGSLPLISIVGYVDGGIQLLCLSSGWFPQPTAKWKGPQGQDLSSDSRANADGYSLYDVEISIIVQENAGSILCSIHLAEQSHEVESKVLIGETFFQPSPWRLASILLGLLCGALCGVVMGMIIVFFKSKGKIQAELDWRRKHGQAELRDARKHAVEVTLDPETAHPK....